The task is: Predict which catalyst facilitates the given reaction.. This data is from Catalyst prediction with 721,799 reactions and 888 catalyst types from USPTO. Reactant: [BH4-].[Na+].[Si:3]([O:10][CH2:11][CH2:12][C:13]1[CH:14]=[C:15]([CH:18]=[O:19])[S:16][CH:17]=1)([C:6]([CH3:9])([CH3:8])[CH3:7])([CH3:5])[CH3:4]. Product: [Si:3]([O:10][CH2:11][CH2:12][C:13]1[CH:14]=[C:15]([CH2:18][OH:19])[S:16][CH:17]=1)([C:6]([CH3:8])([CH3:9])[CH3:7])([CH3:5])[CH3:4]. The catalyst class is: 8.